From a dataset of NCI-60 drug combinations with 297,098 pairs across 59 cell lines. Regression. Given two drug SMILES strings and cell line genomic features, predict the synergy score measuring deviation from expected non-interaction effect. (1) Drug 1: CCC1=CC2CC(C3=C(CN(C2)C1)C4=CC=CC=C4N3)(C5=C(C=C6C(=C5)C78CCN9C7C(C=CC9)(C(C(C8N6C)(C(=O)OC)O)OC(=O)C)CC)OC)C(=O)OC.C(C(C(=O)O)O)(C(=O)O)O. Drug 2: C1CCC(C(C1)N)N.C(=O)(C(=O)[O-])[O-].[Pt+4]. Cell line: OVCAR-8. Synergy scores: CSS=35.1, Synergy_ZIP=-3.11, Synergy_Bliss=-2.82, Synergy_Loewe=-13.4, Synergy_HSA=-0.851. (2) Drug 1: C1CCN(CC1)CCOC2=CC=C(C=C2)C(=O)C3=C(SC4=C3C=CC(=C4)O)C5=CC=C(C=C5)O. Drug 2: C1=C(C(=O)NC(=O)N1)F. Cell line: M14. Synergy scores: CSS=20.2, Synergy_ZIP=3.00, Synergy_Bliss=4.42, Synergy_Loewe=0.275, Synergy_HSA=1.15.